This data is from NCI-60 drug combinations with 297,098 pairs across 59 cell lines. The task is: Regression. Given two drug SMILES strings and cell line genomic features, predict the synergy score measuring deviation from expected non-interaction effect. (1) Drug 1: CC12CCC3C(C1CCC2=O)CC(=C)C4=CC(=O)C=CC34C. Drug 2: CC1C(C(CC(O1)OC2CC(OC(C2O)C)OC3=CC4=CC5=C(C(=O)C(C(C5)C(C(=O)C(C(C)O)O)OC)OC6CC(C(C(O6)C)O)OC7CC(C(C(O7)C)O)OC8CC(C(C(O8)C)O)(C)O)C(=C4C(=C3C)O)O)O)O. Cell line: UACC62. Synergy scores: CSS=38.4, Synergy_ZIP=2.05, Synergy_Bliss=-3.24, Synergy_Loewe=-2.94, Synergy_HSA=-2.57. (2) Drug 1: CC=C1C(=O)NC(C(=O)OC2CC(=O)NC(C(=O)NC(CSSCCC=C2)C(=O)N1)C(C)C)C(C)C. Drug 2: C1CN1C2=NC(=NC(=N2)N3CC3)N4CC4. Cell line: UO-31. Synergy scores: CSS=25.5, Synergy_ZIP=-5.47, Synergy_Bliss=-0.200, Synergy_Loewe=2.53, Synergy_HSA=2.03.